Dataset: Forward reaction prediction with 1.9M reactions from USPTO patents (1976-2016). Task: Predict the product of the given reaction. (1) Given the reactants Br[CH2:2][CH2:3][CH2:4][CH2:5][O:6][C:7]1[CH:8]=[C:9]2[C:13](=[CH:14][C:15]=1[F:16])[N:12]([C:17]1[CH:22]=[CH:21][C:20]([F:23])=[CH:19][CH:18]=1)[CH:11]=[CH:10]2.[CH2:24]([NH:26][CH2:27][CH2:28][OH:29])[CH3:25], predict the reaction product. The product is: [F:23][C:20]1[CH:21]=[CH:22][C:17]([N:12]2[C:13]3[C:9](=[CH:8][C:7]([O:6][CH2:5][CH2:4][CH2:3][CH2:2][N:26]([CH2:24][CH3:25])[CH2:27][CH2:28][OH:29])=[C:15]([F:16])[CH:14]=3)[CH:10]=[CH:11]2)=[CH:18][CH:19]=1. (2) Given the reactants [CH3:1][O:2][C:3]1[CH:8]=[CH:7][C:6]([N:9]=[C:10](Cl)[C:11]([F:14])([F:13])[F:12])=[CH:5][CH:4]=1.[N-:16]=[N+:17]=[N-:18].[Na+].Cl.C(N(CC)CC)C, predict the reaction product. The product is: [CH3:1][O:2][C:3]1[CH:8]=[CH:7][C:6]([N:9]2[C:10]([C:11]([F:14])([F:13])[F:12])=[N:18][N:17]=[N:16]2)=[CH:5][CH:4]=1. (3) Given the reactants [CH3:1][C:2]1[CH:7]=[C:6]([CH3:8])[NH:5][C:4](=[O:9])[C:3]=1[CH2:10][NH:11][C:12]([C:14]1[C:15]2[CH:34]=[N:33][N:32]([CH:35]([CH3:37])[CH3:36])[C:16]=2[N:17]=[C:18]([C:20]2[CH2:21][CH2:22][N:23]([CH:26]3[CH2:31][CH2:30][NH:29][CH2:28][CH2:27]3)[CH2:24][CH:25]=2)[CH:19]=1)=[O:13].CCN(CC)CC.[S:45](Cl)([CH3:48])(=[O:47])=[O:46], predict the reaction product. The product is: [CH3:1][C:2]1[CH:7]=[C:6]([CH3:8])[NH:5][C:4](=[O:9])[C:3]=1[CH2:10][NH:11][C:12]([C:14]1[C:15]2[CH:34]=[N:33][N:32]([CH:35]([CH3:37])[CH3:36])[C:16]=2[N:17]=[C:18]([C:20]2[CH2:21][CH2:22][N:23]([CH:26]3[CH2:27][CH2:28][N:29]([S:45]([CH3:48])(=[O:47])=[O:46])[CH2:30][CH2:31]3)[CH2:24][CH:25]=2)[CH:19]=1)=[O:13]. (4) Given the reactants N1C2C=CC=CC=2N=C1[C:10]1[C:18]2[C:13](=[CH:14][C:15]([C:19]([OH:21])=O)=[CH:16][CH:17]=2)[NH:12][N:11]=1.[NH2:22][C:23]1[CH:28]=[CH:27][C:26]([OH:29])=[CH:25][CH:24]=1.CN(C(ON1N=N[C:40]2[CH:41]=[CH:42][CH:43]=[N:44][C:39]1=2)=[N+](C)C)C.F[P-](F)(F)(F)(F)F.C[N:55]([CH3:58])C=O, predict the reaction product. The product is: [NH:55]1[C:58]2[C:42](=[CH:41][CH:40]=[C:39]3[CH:17]=[CH:18][CH:13]=[CH:14][C:15]3=2)[CH2:43][N:44]1[C:10]1[C:18]2[C:13](=[CH:14][C:15]([C:19]([NH:22][C:23]3[CH:28]=[CH:27][C:26]([OH:29])=[CH:25][CH:24]=3)=[O:21])=[CH:16][CH:17]=2)[NH:12][N:11]=1. (5) Given the reactants [C-:1]#[N:2].[K+].CS(O[CH2:9][C:10](=[O:30])[CH2:11][O:12][Si:13]([C:26]([CH3:29])([CH3:28])[CH3:27])([C:20]1[CH:25]=[CH:24][CH:23]=[CH:22][CH:21]=1)[C:14]1[CH:19]=[CH:18][CH:17]=[CH:16][CH:15]=1)(=O)=O.O, predict the reaction product. The product is: [Si:13]([O:12][CH2:11][C:10](=[O:30])[CH2:9][C:1]#[N:2])([C:26]([CH3:29])([CH3:27])[CH3:28])([C:14]1[CH:15]=[CH:16][CH:17]=[CH:18][CH:19]=1)[C:20]1[CH:21]=[CH:22][CH:23]=[CH:24][CH:25]=1.